Predict the product of the given reaction. From a dataset of Forward reaction prediction with 1.9M reactions from USPTO patents (1976-2016). (1) Given the reactants [NH2:1][C:2]1[CH:3]=[C:4]([CH:21]=[CH:22][C:23]=1[NH2:24])[O:5][CH2:6][CH2:7][N:8]1[CH2:13][CH2:12][N:11]([C:14]([O:16][C:17]([CH3:20])([CH3:19])[CH3:18])=[O:15])[CH2:10][CH2:9]1.O.[Br].[N:27]#[C:28]C#N, predict the reaction product. The product is: [NH2:27][C:28]1[NH:24][C:23]2[CH:22]=[CH:21][C:4]([O:5][CH2:6][CH2:7][N:8]3[CH2:13][CH2:12][N:11]([C:14]([O:16][C:17]([CH3:20])([CH3:19])[CH3:18])=[O:15])[CH2:10][CH2:9]3)=[CH:3][C:2]=2[N:1]=1. (2) Given the reactants [C:1]([C:4]1[CH:5]=[C:6]([C:20]([O:22]C)=[O:21])[C:7]([C:10]2[CH:15]=[CH:14][C:13]([C:16]([F:19])([F:18])[F:17])=[CH:12][CH:11]=2)=[CH:8][CH:9]=1)(=[O:3])[CH3:2].[OH-].[Na+], predict the reaction product. The product is: [C:1]([C:4]1[CH:5]=[C:6]([C:20]([OH:22])=[O:21])[C:7]([C:10]2[CH:15]=[CH:14][C:13]([C:16]([F:17])([F:19])[F:18])=[CH:12][CH:11]=2)=[CH:8][CH:9]=1)(=[O:3])[CH3:2]. (3) Given the reactants [F:1][C:2]([F:21])([F:20])[C:3]1[N:7]=[CH:6][N:5]([C:8]2[C:9]([CH3:19])=[CH:10][C:11]([CH3:18])=[C:12]([S:14](Cl)(=O)=O)[CH:13]=2)[N:4]=1.Cl, predict the reaction product. The product is: [S:14]([C:12]1[CH:13]=[C:8]([N:5]2[CH:6]=[N:7][C:3]([C:2]([F:21])([F:1])[F:20])=[N:4]2)[C:9]([CH3:19])=[CH:10][C:11]=1[CH3:18])[S:14][C:12]1[CH:13]=[C:8]([N:5]2[CH:6]=[N:7][C:3]([C:2]([F:21])([F:20])[F:1])=[N:4]2)[C:9]([CH3:19])=[CH:10][C:11]=1[CH3:18]. (4) Given the reactants [Cl:1][C:2]1[C:11]2[C:6](=[CH:7][C:8]([CH3:12])=[CH:9][CH:10]=2)[N:5]=[CH:4][N:3]=1.[Br:13]N1C(=O)CCC1=O.C(OOC(=O)C1C=CC=CC=1)(=O)C1C=CC=CC=1, predict the reaction product. The product is: [Br:13][CH2:12][C:8]1[CH:7]=[C:6]2[C:11]([C:2]([Cl:1])=[N:3][CH:4]=[N:5]2)=[CH:10][CH:9]=1. (5) Given the reactants [CH2:1]1[C:6]2[NH:7][C:8]3[C:13]([C:14](=[O:15])[C:5]=2[CH2:4][C:3]2[NH:16][C:17]4[C:22]([C:23](=[O:24])[C:2]1=2)=[CH:21][CH:20]=[CH:19][CH:18]=4)=[CH:12][CH:11]=[CH:10][CH:9]=3.C1C=C2C(C3C(NC2=CC=1)=CC1C(C2C(NC=1C=3)=CC=CC=2)=O)=O.C=O.C1(S(O)(=O)=O)C2C(=CC=CC=2)C=CC=1.[OH-].[Na+].OO, predict the reaction product. The product is: [CH:20]1[CH:21]=[C:22]2[C:23]([C:2]3[C:3]([NH:16][C:17]2=[CH:18][CH:19]=1)=[CH:4][C:5]1[C:14]([C:13]2[C:8]([NH:7][C:6]=1[CH:1]=3)=[CH:9][CH:10]=[CH:11][CH:12]=2)=[O:15])=[O:24]. (6) The product is: [NH2:28][C:25]1[CH:26]=[CH:27][C:22]([C:21]2[C:14]3[C:15](=[N:16][CH:17]=[N:18][C:13]=3[NH2:12])[N:19]([CH:30]3[CH2:35][CH2:34][CH:33]([N:5]4[CH2:6][CH2:7][N:2]([CH3:1])[CH2:3][CH2:4]4)[CH2:32][CH2:31]3)[N:20]=2)=[CH:23][C:24]=1[F:29]. Given the reactants [CH3:1][N:2]1[CH2:7][CH2:6][NH:5][CH2:4][CH2:3]1.C(O)(=O)C.[NH2:12][C:13]1[N:18]=[CH:17][N:16]=[C:15]2[N:19]([CH:30]3[CH2:35][CH2:34][C:33](=O)[CH2:32][CH2:31]3)[N:20]=[C:21]([C:22]3[CH:27]=[CH:26][C:25]([NH2:28])=[C:24]([F:29])[CH:23]=3)[C:14]=12.C(O[BH-](OC(=O)C)OC(=O)C)(=O)C.[Na+], predict the reaction product. (7) The product is: [C:40]([OH:52])(=[O:51])[CH2:41][C:42]([CH2:47][C:48]([OH:50])=[O:49])([C:44]([OH:46])=[O:45])[OH:43].[NH2:1][C:2]1[C:7]2[C:8]([C:11]3[CH:12]=[CH:13][C:14]([NH:17][C:18]([NH:20][C:21]4[CH:26]=[CH:25][CH:24]=[C:23]([F:27])[CH:22]=4)=[O:19])=[CH:15][CH:16]=3)=[CH:9][S:10][C:6]=2[C:5]([C:28]2[CH:29]=[N:30][N:31]([CH2:33][CH2:34][OH:35])[CH:32]=2)=[CH:4][N:3]=1. Given the reactants [NH2:1][C:2]1[C:7]2[C:8]([C:11]3[CH:16]=[CH:15][C:14]([NH:17][C:18]([NH:20][C:21]4[CH:26]=[CH:25][CH:24]=[C:23]([F:27])[CH:22]=4)=[O:19])=[CH:13][CH:12]=3)=[CH:9][S:10][C:6]=2[C:5]([C:28]2[CH:29]=[N:30][N:31]([CH2:33][CH2:34][OH:35])[CH:32]=2)=[CH:4][N:3]=1.CC(C)=O.[C:40]([OH:52])(=[O:51])[CH2:41][C:42]([CH2:47][C:48]([OH:50])=[O:49])([C:44]([OH:46])=[O:45])[OH:43], predict the reaction product. (8) Given the reactants [CH3:1][O:2][CH2:3][C:4]1[C:9]([C:10]([O:12][CH3:13])=[O:11])=[N:8][CH:7]=[C:6]2[NH:14][CH:15]=[CH:16][C:5]=12.[F:17][C:18]1[CH:25]=[C:24]([F:26])[CH:23]=[CH:22][C:19]=1[CH2:20]Br, predict the reaction product. The product is: [F:17][C:18]1[CH:25]=[C:24]([F:26])[CH:23]=[CH:22][C:19]=1[CH2:20][N:14]1[C:6]2=[CH:7][N:8]=[C:9]([C:10]([O:12][CH3:13])=[O:11])[C:4]([CH2:3][O:2][CH3:1])=[C:5]2[CH:16]=[CH:15]1. (9) Given the reactants [C:1]([C:3]1([C:9]2[CH:14]=[CH:13][C:12]([NH:15][C:16](=[O:22])[O:17][C:18]([CH3:21])([CH3:20])[CH3:19])=[CH:11][CH:10]=2)[CH2:8][CH2:7][NH:6][CH2:5][CH2:4]1)#[N:2].[C:23]1(=O)[CH2:27][CH2:26][CH2:25][CH2:24]1.[BH3-]C#N.[Na+], predict the reaction product. The product is: [C:1]([C:3]1([C:9]2[CH:14]=[CH:13][C:12]([NH:15][C:16](=[O:22])[O:17][C:18]([CH3:19])([CH3:21])[CH3:20])=[CH:11][CH:10]=2)[CH2:4][CH2:5][N:6]([CH:23]2[CH2:27][CH2:26][CH2:25][CH2:24]2)[CH2:7][CH2:8]1)#[N:2]. (10) Given the reactants [CH2:1]([C:7]1[CH:8]=[C:9]([C:13]2[N:17]([CH3:18])[C:16]([C:19]([OH:21])=O)=[C:15]([I:22])[N:14]=2)[CH:10]=[CH:11][CH:12]=1)[CH2:2][CH2:3][CH2:4][CH2:5][CH3:6].ClC1N=C(OC)N=C(OC)N=1.CN1CCOCC1.[CH2:41]([N:43]([CH2:49][CH3:50])[CH:44]1[CH2:48][CH2:47][NH:46][CH2:45]1)[CH3:42], predict the reaction product. The product is: [CH2:41]([N:43]([CH2:49][CH3:50])[CH:44]1[CH2:48][CH2:47][N:46]([C:19]([C:16]2[N:17]([CH3:18])[C:13]([C:9]3[CH:10]=[CH:11][CH:12]=[C:7]([CH2:1][CH2:2][CH2:3][CH2:4][CH2:5][CH3:6])[CH:8]=3)=[N:14][C:15]=2[I:22])=[O:21])[CH2:45]1)[CH3:42].